Dataset: Forward reaction prediction with 1.9M reactions from USPTO patents (1976-2016). Task: Predict the product of the given reaction. (1) The product is: [C:78]([C:81]1[C:89]2[C:84](=[C:85]([CH2:90][CH3:91])[CH:86]=[CH:87][CH:88]=2)[N:83]([CH2:13][C:12]([NH:11][C@H:10]([C:28]2[C:33]([C:34]3[CH:35]=[CH:36][C:37]([F:43])=[C:38]([CH:42]=3)[C:39]([NH2:41])=[O:40])=[CH:32][CH:31]=[CH:30][N:29]=2)[CH2:9][C:4]2[CH:5]=[C:6]([F:8])[CH:7]=[C:2]([F:1])[CH:3]=2)=[O:27])[CH:82]=1)(=[O:80])[CH3:79]. Given the reactants [F:1][C:2]1[CH:3]=[C:4]([CH2:9][C@@H:10]([C:28]2[C:33]([C:34]3[CH:35]=[CH:36][C:37]([F:43])=[C:38]([CH:42]=3)[C:39]([NH2:41])=[O:40])=[CH:32][CH:31]=[CH:30][N:29]=2)[NH:11][C:12](=[O:27])[CH2:13]C2C3C(=CC=C(C(F)(F)F)C=3)NC=2)[CH:5]=[C:6]([F:8])[CH:7]=1.FC(F)(F)C(O)=O.N[C@H](C1C(C2C=CC(F)=C(C=2)C(N)=O)=CC=CN=1)CC1C=C(F)C=C(F)C=1.[C:78]([C:81]1[C:89]2[C:84](=[C:85]([CH2:90][CH3:91])[CH:86]=[CH:87][CH:88]=2)[N:83](CC(O)=O)[CH:82]=1)(=[O:80])[CH3:79], predict the reaction product. (2) Given the reactants [CH3:1][N:2]([CH3:19])[C:3](=[O:18])[C@@H:4]([O:6][C:7]1[CH:16]=[CH:15][CH:14]=[C:13]2[C:8]=1[C:9](=O)[NH:10][CH:11]=[N:12]2)[CH3:5].C1(P(C2C=CC=CC=2)C2C=CC=CC=2)C=CC=CC=1.C(Cl)(Cl)(Cl)Cl.[N:44]1[CH:49]=[CH:48][CH:47]=[CH:46][C:45]=1[CH2:50][N:51]1[C:59]2[C:54](=[CH:55][C:56]([NH2:60])=[CH:57][CH:58]=2)[CH:53]=[N:52]1, predict the reaction product. The product is: [CH3:1][N:2]([CH3:19])[C:3](=[O:18])[C@@H:4]([O:6][C:7]1[CH:16]=[CH:15][CH:14]=[C:13]2[C:8]=1[C:9]([NH:60][C:56]1[CH:55]=[C:54]3[C:59](=[CH:58][CH:57]=1)[N:51]([CH2:50][C:45]1[CH:46]=[CH:47][CH:48]=[CH:49][N:44]=1)[N:52]=[CH:53]3)=[N:10][CH:11]=[N:12]2)[CH3:5]. (3) Given the reactants C(O)(=O)/C=C/C(O)=O.Cl.[NH2:10][C@:11]([CH3:34])([CH2:14][CH2:15][C:16]1[N:17]([CH3:33])[C:18]([C:21](=[O:32])[CH2:22][CH2:23][CH2:24][C:25]2[CH:30]=[CH:29][C:28]([CH3:31])=[CH:27][CH:26]=2)=[CH:19][CH:20]=1)[CH2:12][OH:13], predict the reaction product. The product is: [NH2:10][C@:11]([CH3:34])([CH2:14][CH2:15][C:16]1[N:17]([CH3:33])[C:18]([C:21](=[O:32])[CH2:22][CH2:23][CH2:24][C:25]2[CH:30]=[CH:29][C:28]([CH3:31])=[CH:27][CH:26]=2)=[CH:19][CH:20]=1)[CH2:12][OH:13]. (4) Given the reactants [N:1]1([C:9]([O:11][CH2:12][C:13]2[CH:18]=[CH:17][CH:16]=[CH:15][CH:14]=2)=[O:10])[CH2:8][CH2:7][CH2:6][C@H:2]1[C:3]([OH:5])=O.CN(C(ON1N=NC2C=CC=NC1=2)=[N+](C)C)C.F[P-](F)(F)(F)(F)F.CCN(C(C)C)C(C)C.[N+:52]([C:55]1[CH:60]=[CH:59][C:58]([C:61]2[N:62]=[C:63]([NH2:66])[S:64][CH:65]=2)=[CH:57][CH:56]=1)([O-:54])=[O:53], predict the reaction product. The product is: [CH2:12]([O:11][C:9]([N:1]1[CH2:8][CH2:7][CH2:6][CH:2]1[C:3](=[O:5])[NH:66][C:63]1[S:64][CH:65]=[C:61]([C:58]2[CH:57]=[CH:56][C:55]([N+:52]([O-:54])=[O:53])=[CH:60][CH:59]=2)[N:62]=1)=[O:10])[C:13]1[CH:18]=[CH:17][CH:16]=[CH:15][CH:14]=1. (5) Given the reactants [OH-].[Na+].[OH:3][C:4]1([CH2:22][N:23]([CH3:34])[C:24]2[CH:33]=[CH:32][C:27]([C:28]([O:30]C)=[O:29])=[CH:26][CH:25]=2)[CH2:9][CH2:8][N:7]([CH2:10][CH2:11][C:12]2[CH:17]=[CH:16][C:15]([S:18]([CH3:21])(=[O:20])=[O:19])=[CH:14][CH:13]=2)[CH2:6][CH2:5]1, predict the reaction product. The product is: [OH:3][C:4]1([CH2:22][N:23]([CH3:34])[C:24]2[CH:25]=[CH:26][C:27]([C:28]([OH:30])=[O:29])=[CH:32][CH:33]=2)[CH2:9][CH2:8][N:7]([CH2:10][CH2:11][C:12]2[CH:13]=[CH:14][C:15]([S:18]([CH3:21])(=[O:19])=[O:20])=[CH:16][CH:17]=2)[CH2:6][CH2:5]1. (6) Given the reactants [Cl:1][C:2]1[CH:8]=[CH:7][C:5]([NH2:6])=[CH:4][CH:3]=1.O=[C:10]1[CH2:15][CH2:14][N:13]([C@H:16]([CH3:20])[CH2:17][C:18]#[N:19])[CH2:12][CH2:11]1.[CH3:21][C:22]1[C:27]([C:28](O)=[O:29])=[C:26]([CH3:31])[N:25]=[CH:24][N:23]=1, predict the reaction product. The product is: [Cl:1][C:2]1[CH:8]=[CH:7][C:5]([NH:6][CH:10]2[CH2:15][CH2:14][N:13]([C@H:16]([CH3:20])[CH2:17][CH2:18][NH:19][C:28]([C:27]3[C:22]([CH3:21])=[N:23][CH:24]=[N:25][C:26]=3[CH3:31])=[O:29])[CH2:12][CH2:11]2)=[CH:4][CH:3]=1.